Dataset: Forward reaction prediction with 1.9M reactions from USPTO patents (1976-2016). Task: Predict the product of the given reaction. Given the reactants [F:1][C:2]1[CH:7]=[C:6]([C:8]2[C:13]([CH3:14])=[CH:12][C:11]([CH2:15][C:16]([OH:18])=O)=[CH:10][N:9]=2)[CH:5]=[CH:4][N:3]=1.[N:19]1[CH:24]=[CH:23][N:22]=[CH:21][C:20]=1[C:25]1[CH:26]=[CH:27][C:28]([NH2:31])=[N:29][CH:30]=1.C(N=C=NC(C)C)(C)C, predict the reaction product. The product is: [F:1][C:2]1[CH:7]=[C:6]([C:8]2[C:13]([CH3:14])=[CH:12][C:11]([CH2:15][C:16]([NH:31][C:28]3[CH:27]=[CH:26][C:25]([C:20]4[CH:21]=[N:22][CH:23]=[CH:24][N:19]=4)=[CH:30][N:29]=3)=[O:18])=[CH:10][N:9]=2)[CH:5]=[CH:4][N:3]=1.